Dataset: Reaction yield outcomes from USPTO patents with 853,638 reactions. Task: Predict the reaction yield, written as a fraction of the theoretical maximum amount of product (1.0 means a 100% yield; for example, 0.34 means a 34% yield). (1) The reactants are Cl[C:2]1[C:7]([CH:8]=[CH:9][C:10]([OH:12])=[O:11])=[CH:6][CH:5]=[C:4]([C:13]([F:16])([F:15])[F:14])[N:3]=1.CN(C=O)C.[NH:22]1[CH2:26][CH2:25][CH2:24][CH2:23]1. The catalyst is CCOC(C)=O. The product is [N:22]1([C:2]2[C:7]([CH:8]=[CH:9][C:10]([OH:12])=[O:11])=[CH:6][CH:5]=[C:4]([C:13]([F:16])([F:15])[F:14])[N:3]=2)[CH2:26][CH2:25][CH2:24][CH2:23]1. The yield is 0.910. (2) The reactants are [CH2:1]([O:8][C@H:9]1[CH2:13][N:12]([C:14]([O:16][C:17]([CH3:20])([CH3:19])[CH3:18])=[O:15])[C@H:11]([C:21](OC)=[O:22])[CH2:10]1)[C:2]1[CH:7]=[CH:6][CH:5]=[CH:4][CH:3]=1.[Li+].[BH4-].O. The catalyst is C1COCC1. The product is [CH2:1]([O:8][C@H:9]1[CH2:13][N:12]([C:14]([O:16][C:17]([CH3:18])([CH3:19])[CH3:20])=[O:15])[C@H:11]([CH2:21][OH:22])[CH2:10]1)[C:2]1[CH:7]=[CH:6][CH:5]=[CH:4][CH:3]=1. The yield is 0.880. (3) The product is [CH3:1][O:2][C:3]([C:5]1[C:6]2[CH:7]=[C:8]([C:26]3[CH:31]=[CH:30][CH:29]=[C:28]([CH2:32][O:33][C:34](=[O:36])[CH3:35])[CH:27]=3)[NH:9][C:10]=2[CH:11]=[C:12]([NH:14][C:15]([C@@H:17]2[CH2:19][C@H:18]2[C:20]2[CH:25]=[CH:24][CH:23]=[CH:22][CH:21]=2)=[O:16])[CH:13]=1)=[O:4]. The catalyst is C(OCC)(=O)C.CN(C)C1C=CN=CC=1. The yield is 1.00. The reactants are [CH3:1][O:2][C:3]([C:5]1[C:6]2[CH:7]=[C:8]([C:26]3[CH:31]=[CH:30][CH:29]=[C:28]([CH2:32][OH:33])[CH:27]=3)[NH:9][C:10]=2[CH:11]=[C:12]([NH:14][C:15]([C@@H:17]2[CH2:19][C@H:18]2[C:20]2[CH:25]=[CH:24][CH:23]=[CH:22][CH:21]=2)=[O:16])[CH:13]=1)=[O:4].[C:34](OC(=O)C)(=[O:36])[CH3:35]. (4) The reactants are [CH3:1][S:2]([N:5]1[CH2:10][CH2:9][N:8]([CH2:11][C:12]2[CH:13]=[CH:14][C:15]([N+:33]([O-:35])=[O:34])=[C:16]([CH2:18][CH:19]([C:21]3[C:22]([O:31][CH3:32])=[N:23][C:24]4[C:29]([CH:30]=3)=[CH:28][CH:27]=[CH:26][CH:25]=4)O)[CH:17]=2)[CH2:7][CH2:6]1)(=[O:4])=[O:3].FC(F)(F)C(O)=O.C1CCN2C(=NCCC2)CC1. The catalyst is C1COCC1. The product is [CH3:1][S:2]([N:5]1[CH2:6][CH2:7][N:8]([CH2:11][C:12]2[CH:13]=[CH:14][C:15]([N+:33]([O-:35])=[O:34])=[C:16](/[CH:18]=[CH:19]/[C:21]3[C:22]([O:31][CH3:32])=[N:23][C:24]4[C:29]([CH:30]=3)=[CH:28][CH:27]=[CH:26][CH:25]=4)[CH:17]=2)[CH2:9][CH2:10]1)(=[O:4])=[O:3]. The yield is 0.780.